Dataset: Full USPTO retrosynthesis dataset with 1.9M reactions from patents (1976-2016). Task: Predict the reactants needed to synthesize the given product. (1) Given the product [S:22]1[C:14]([CH2:13][C:6]2[C:7]([Cl:12])=[N:8][C:9]3[C:4]([C:5]=2[Cl:21])=[CH:3][C:2]([Br:1])=[CH:11][CH:10]=3)=[CH:19][C:18]2[CH:17]=[CH:16][CH:15]=[CH:24][C:23]1=2, predict the reactants needed to synthesize it. The reactants are: [Br:1][C:2]1[CH:3]=[C:4]2[C:9](=[CH:10][CH:11]=1)[N:8]=[C:7]([Cl:12])[C:6]([CH2:13][C:14]1[CH:19]=[CH:18][C:17](Cl)=[CH:16][CH:15]=1)=[C:5]2[Cl:21].[S:22]1C(CC(C(O)=O)C(O)=O)=C[C:24]2C=CC=C[C:23]1=2. (2) Given the product [CH3:21][O:20][C:18]1[O:19][C:15]([C:12]2[CH:13]=[CH:14][C:9]([O:8][CH2:7][CH2:6][N:34]3[C:30](=[O:40])[C:31]4[C:32](=[CH:36][CH:37]=[CH:38][CH:39]=4)[C:33]3=[O:35])=[CH:10][CH:11]=2)=[C:16]([C:22]2[CH:23]=[CH:24][C:25]([O:28][CH3:29])=[CH:26][CH:27]=2)[N:17]=1, predict the reactants needed to synthesize it. The reactants are: CS(O[CH2:6][CH2:7][O:8][C:9]1[CH:14]=[CH:13][C:12]([C:15]2[O:19][C:18]([O:20][CH3:21])=[N:17][C:16]=2[C:22]2[CH:27]=[CH:26][C:25]([O:28][CH3:29])=[CH:24][CH:23]=2)=[CH:11][CH:10]=1)(=O)=O.[C:30]1(=[O:40])[NH:34][C:33](=[O:35])[C:32]2=[CH:36][CH:37]=[CH:38][CH:39]=[C:31]12.[K]. (3) Given the product [CH2:21]([O:23][C:22]([C:21]1[C:4]2[O:3][B:2]([OH:1])[C@@H:7]([NH:8][C:9](=[O:17])[CH2:10][CH2:11][C:12]3[S:13][CH:14]=[CH:15][N:16]=3)[CH2:6][C:5]=2[CH:18]=[CH:19][CH:20]=1)=[O:24])[CH2:4][CH2:5][CH3:6], predict the reactants needed to synthesize it. The reactants are: [OH:1][B:2]1[C@@H:7]([NH:8][C:9](=[O:17])[CH2:10][CH2:11][C:12]2[S:13][CH:14]=[CH:15][N:16]=2)[CH2:6][C:5]2[CH:18]=[CH:19][CH:20]=[C:21]([C:22]([OH:24])=[O:23])[C:4]=2[O:3]1. (4) The reactants are: [CH2:1]([C:4]1([NH2:34])[CH2:8][CH2:7][C@@H:6]([C:9]([NH:11][C@H:12]([CH:31]([CH3:33])[CH3:32])[C:13]([N:15]2[CH2:20][CH2:19][C@@:18]([C:22]3[CH:27]=[CH:26][C:25]([Cl:28])=[CH:24][CH:23]=3)([OH:21])[C:17]([CH3:30])([CH3:29])[CH2:16]2)=[O:14])=[O:10])[CH2:5]1)[CH:2]=[CH2:3].[C:35](O[C:35]([O:37][C:38]([CH3:41])([CH3:40])[CH3:39])=[O:36])([O:37][C:38]([CH3:41])([CH3:40])[CH3:39])=[O:36].C(N(CC)CC)C. Given the product [CH2:1]([C:4]1([NH:34][C:35](=[O:36])[O:37][C:38]([CH3:41])([CH3:40])[CH3:39])[CH2:8][CH2:7][C@@H:6]([C:9](=[O:10])[NH:11][C@H:12]([CH:31]([CH3:32])[CH3:33])[C:13]([N:15]2[CH2:20][CH2:19][C@@:18]([C:22]3[CH:23]=[CH:24][C:25]([Cl:28])=[CH:26][CH:27]=3)([OH:21])[C:17]([CH3:29])([CH3:30])[CH2:16]2)=[O:14])[CH2:5]1)[CH:2]=[CH2:3], predict the reactants needed to synthesize it. (5) The reactants are: [Cl:1][C:2]1[N:7]=[C:6](Cl)[C:5]([N+:9]([O-:11])=[O:10])=[C:4](Cl)[N:3]=1.[CH3:13][C:14]1[NH:18][N:17]=[C:16]([NH2:19])[CH:15]=1.CCN(C(C)C)C(C)C.[NH2:29][C:30]1[CH:35]=[CH:34][O:33][CH2:32][CH:31]=1. Given the product [Cl:1][C:2]1[N:7]=[C:6]([NH:19][C:16]2[CH:15]=[C:14]([CH3:13])[NH:18][N:17]=2)[C:5]([N+:9]([O-:11])=[O:10])=[C:4]([NH:29][CH:30]2[CH2:35][CH2:34][O:33][CH2:32][CH2:31]2)[N:3]=1, predict the reactants needed to synthesize it. (6) Given the product [Cl:33][C:34]1[CH:35]=[C:36]([C:52]2[C:53]([C:54]3[CH:59]=[CH:58][N:57]=[CH:56][CH:55]=3)=[CH:30][N:10]([CH3:11])[N:9]=2)[CH:37]=[CH:38][C:39]=1[O:40][CH2:41][C:42]1[CH:51]=[CH:50][C:49]2[C:44](=[CH:45][CH:46]=[CH:47][CH:48]=2)[N:43]=1, predict the reactants needed to synthesize it. The reactants are: N1C=CC(C2[CH:11]=[N:10][NH:9]C=2C2C=CC(CCC3C=CC4C(=CC=CC=4)N=3)=CC=2)=CC=1.[CH3:30]NN.[Cl:33][C:34]1[CH:35]=[C:36]([C:52](=O)[CH2:53][C:54]2[CH:59]=[CH:58][N:57]=[CH:56][CH:55]=2)[CH:37]=[CH:38][C:39]=1[O:40][CH2:41][C:42]1[CH:51]=[CH:50][C:49]2[C:44](=[CH:45][CH:46]=[CH:47][CH:48]=2)[N:43]=1. (7) The reactants are: [O:1]1CCO[CH:2]1[C:6]1[CH:19]=[CH:18][C:9]([CH2:10][O:11][C:12]2[CH:17]=[CH:16][CH:15]=[CH:14][N:13]=2)=[CH:8][C:7]=1[F:20].O1CCCC1.Cl.C(=O)([O-])O.[Na+]. Given the product [F:20][C:7]1[CH:8]=[C:9]([CH2:10][O:11][C:12]2[CH:17]=[CH:16][CH:15]=[CH:14][N:13]=2)[CH:18]=[CH:19][C:6]=1[CH:2]=[O:1], predict the reactants needed to synthesize it. (8) Given the product [C:11]([C:7]1[CH:6]=[C:5]2[C:10]([C:2]([B:24]3[O:25][C:26]([CH3:28])([CH3:27])[C:22]([CH3:38])([CH3:21])[O:23]3)=[CH:3][N:4]2[C:14]([O:16][C:17]([CH3:20])([CH3:19])[CH3:18])=[O:15])=[CH:9][CH:8]=1)(=[O:13])[NH2:12], predict the reactants needed to synthesize it. The reactants are: Br[C:2]1[C:10]2[C:5](=[CH:6][C:7]([C:11](=[O:13])[NH2:12])=[CH:8][CH:9]=2)[N:4]([C:14]([O:16][C:17]([CH3:20])([CH3:19])[CH3:18])=[O:15])[CH:3]=1.[CH3:21][C:22]1([CH3:38])[C:26]([CH3:28])([CH3:27])[O:25][B:24]([B:24]2[O:25][C:26]([CH3:28])([CH3:27])[C:22]([CH3:38])([CH3:21])[O:23]2)[O:23]1.C([O-])(=O)C.[K+]. (9) Given the product [OH:12][CH2:11][C:5]1[CH:6]=[C:7]([O:9][CH3:10])[C:8]([B:20]([OH:21])[OH:19])=[C:3]([O:2][CH3:1])[CH:4]=1, predict the reactants needed to synthesize it. The reactants are: [CH3:1][O:2][C:3]1[CH:4]=[C:5]([CH2:11][OH:12])[CH:6]=[C:7]([O:9][CH3:10])[CH:8]=1.C([Li])CCC.C[O:19][B:20](OC)[O:21]C.